From a dataset of Catalyst prediction with 721,799 reactions and 888 catalyst types from USPTO. Predict which catalyst facilitates the given reaction. (1) Reactant: O1CCCCC1[N:7]1[C:15]2[C:10](=[CH:11][C:12]([C:16]3[N:20]=[CH:19][N:18](C(C4C=CC=CC=4)(C4C=CC=CC=4)C4C=CC=CC=4)[N:17]=3)=[CH:13][CH:14]=2)[C:9]([C:40]2[CH:41]=[C:42]([NH:46][C:47](=[O:51])[CH2:48][CH2:49][CH3:50])[CH:43]=[CH:44][CH:45]=2)=[N:8]1. Product: [NH:18]1[CH:19]=[N:20][C:16]([C:12]2[CH:11]=[C:10]3[C:15](=[CH:14][CH:13]=2)[NH:7][N:8]=[C:9]3[C:40]2[CH:41]=[C:42]([NH:46][C:47](=[O:51])[CH2:48][CH2:49][CH3:50])[CH:43]=[CH:44][CH:45]=2)=[N:17]1. The catalyst class is: 89. (2) Reactant: C[O:2][C:3](=[O:29])[CH2:4][O:5][C:6]1[CH:11]=[CH:10][C:9]([N+:12]([O-:14])=[O:13])=[CH:8][C:7]=1[CH2:15][C:16]1[CH:21]=[C:20]([Cl:22])[CH:19]=[CH:18][C:17]=1[O:23][CH2:24][C:25]([O:27]C)=[O:26].[OH-].[Na+]. Product: [C:25]([CH2:24][O:23][C:17]1[CH:18]=[CH:19][C:20]([Cl:22])=[CH:21][C:16]=1[CH2:15][C:7]1[CH:8]=[C:9]([N+:12]([O-:14])=[O:13])[CH:10]=[CH:11][C:6]=1[O:5][CH2:4][C:3]([OH:29])=[O:2])([OH:27])=[O:26]. The catalyst class is: 92.